Task: Predict the reactants needed to synthesize the given product.. Dataset: Full USPTO retrosynthesis dataset with 1.9M reactions from patents (1976-2016) (1) Given the product [C:6]([C:11]1([C:24]([F:26])([F:27])[F:25])[C:16]2[CH:17]=[C:18]([O:21][CH3:22])[CH:19]=[CH:20][C:15]=2[NH:14][C:13](=[O:23])[O:12]1)#[C:7][CH2:8][CH3:9], predict the reactants needed to synthesize it. The reactants are: C#CCC.[Li][CH2:6][CH2:7][CH2:8][CH3:9].Cl[C:11]1([C:24]([F:27])([F:26])[F:25])[C:16]2[CH:17]=[C:18]([O:21][CH3:22])[CH:19]=[CH:20][C:15]=2[NH:14][C:13](=[O:23])[O:12]1. (2) Given the product [Br:9][C:10]1[CH:15]=[CH:14][C:13]([CH2:16][N:17]2[CH2:2][CH2:1][O:4][C:5]2=[O:6])=[C:12]([F:18])[CH:11]=1, predict the reactants needed to synthesize it. The reactants are: [CH2:1]([O:4][C:5](Cl)=[O:6])[CH2:2]Cl.Cl.[Br:9][C:10]1[CH:15]=[CH:14][C:13]([CH2:16][NH2:17])=[C:12]([F:18])[CH:11]=1.C(N(CC)CC)C.CC(C)([O-])C.[K+]. (3) Given the product [CH3:17][C:7]1[CH:12]=[CH:11][C:10]([S:13]([O:6][CH2:1][CH2:2][CH:3]([OH:5])[CH3:4])(=[O:15])=[O:14])=[CH:9][CH:8]=1, predict the reactants needed to synthesize it. The reactants are: [CH2:1]([OH:6])[CH2:2][CH:3]([OH:5])[CH3:4].[C:7]1([CH3:17])[CH:12]=[CH:11][C:10]([S:13](Cl)(=[O:15])=[O:14])=[CH:9][CH:8]=1. (4) Given the product [Cl:1][C:2]1[CH:3]=[CH:4][C:5]([O:20][CH2:21][C:22]2[CH:23]=[CH:24][CH:25]=[CH:26][CH:27]=2)=[C:6]([CH2:8][N:9]2[C:13]([CH3:14])=[CH:12][C:11]([CH2:15][OH:16])=[N:10]2)[CH:7]=1, predict the reactants needed to synthesize it. The reactants are: [Cl:1][C:2]1[CH:3]=[CH:4][C:5]([O:20][CH2:21][C:22]2[CH:27]=[CH:26][CH:25]=[CH:24][CH:23]=2)=[C:6]([CH2:8][N:9]2[C:13]([CH3:14])=[CH:12][C:11]([C:15](OCC)=[O:16])=[N:10]2)[CH:7]=1.[H-].[Al+3].[Li+].[H-].[H-].[H-].C(OCC)C.O. (5) The reactants are: [C:1]1([S:7]([C:10]2[CH:11]=[C:12]3[C:16](=[CH:17][CH:18]=2)[N:15]([CH:19]2[CH2:24][CH2:23][N:22](C(OC(C)(C)C)=O)[CH2:21][CH2:20]2)[CH:14]=[CH:13]3)(=[O:9])=[O:8])[CH:6]=[CH:5][CH:4]=[CH:3][CH:2]=1.[ClH:32]. Given the product [ClH:32].[C:1]1([S:7]([C:10]2[CH:11]=[C:12]3[C:16](=[CH:17][CH:18]=2)[N:15]([CH:19]2[CH2:24][CH2:23][NH:22][CH2:21][CH2:20]2)[CH:14]=[CH:13]3)(=[O:9])=[O:8])[CH:6]=[CH:5][CH:4]=[CH:3][CH:2]=1, predict the reactants needed to synthesize it. (6) Given the product [Cl:9][C:10]1[CH:11]=[C:12]2[C:16](=[CH:17][CH:18]=1)[NH:15][CH:14]=[C:13]2[CH2:19][CH2:20][NH:21][C:27](=[O:28])[C:26]1[CH:30]=[CH:31][CH:32]=[C:24]([CH2:23][Cl:22])[CH:25]=1, predict the reactants needed to synthesize it. The reactants are: C(N(CC)CC)C.Cl.[Cl:9][C:10]1[CH:11]=[C:12]2[C:16](=[CH:17][CH:18]=1)[NH:15][CH:14]=[C:13]2[CH2:19][CH2:20][NH2:21].[Cl:22][CH2:23][C:24]1[CH:25]=[C:26]([CH:30]=[CH:31][CH:32]=1)[C:27](Cl)=[O:28]. (7) The reactants are: [NH2:1][C:2]1([C:6]2[CH:11]=[CH:10][C:9]([C:12]3[O:20][C:19]4[CH:18]=[CH:17][NH:16][C:15](=[O:21])[C:14]=4[C:13]=3[C:22]3[CH:27]=[CH:26][CH:25]=[CH:24][CH:23]=3)=[CH:8][CH:7]=2)[CH2:5][CH2:4][CH2:3]1.[C:28](O[C:28]([O:30][C:31]([CH3:34])([CH3:33])[CH3:32])=[O:29])([O:30][C:31]([CH3:34])([CH3:33])[CH3:32])=[O:29]. Given the product [O:21]=[C:15]1[C:14]2[C:13]([C:22]3[CH:27]=[CH:26][CH:25]=[CH:24][CH:23]=3)=[C:12]([C:9]3[CH:8]=[CH:7][C:6]([C:2]4([NH:1][C:28](=[O:29])[O:30][C:31]([CH3:34])([CH3:33])[CH3:32])[CH2:3][CH2:4][CH2:5]4)=[CH:11][CH:10]=3)[O:20][C:19]=2[CH:18]=[CH:17][NH:16]1, predict the reactants needed to synthesize it. (8) Given the product [CH2:12]([O:11][CH:10]([O:14][CH2:15][CH3:16])[CH2:9][O:8][C:5]1[CH:4]=[N:3][C:2]([O:46][C:43]2[CH:44]=[C:45]3[C:40](=[CH:41][CH:42]=2)[N:39]=[CH:38][N:37]=[C:36]3[NH:35][C:32]2[CH:33]=[CH:34][N:30]([CH3:29])[N:31]=2)=[N:7][CH:6]=1)[CH3:13], predict the reactants needed to synthesize it. The reactants are: Cl[C:2]1[N:7]=[CH:6][C:5]([O:8][CH2:9][CH:10]([O:14][CH2:15][CH3:16])[O:11][CH2:12][CH3:13])=[CH:4][N:3]=1.CC(C)([O-])C.[K+].CN(C)C(=O)C.[CH3:29][N:30]1[CH:34]=[CH:33][C:32]([NH:35][C:36]2[C:45]3[C:40](=[CH:41][CH:42]=[C:43]([OH:46])[CH:44]=3)[N:39]=[CH:38][N:37]=2)=[N:31]1.